Dataset: Reaction yield outcomes from USPTO patents with 853,638 reactions. Task: Predict the reaction yield, written as a fraction of the theoretical maximum amount of product (1.0 means a 100% yield; for example, 0.34 means a 34% yield). (1) The reactants are [C:1](Cl)(=[O:8])[C:2]1[CH:7]=[CH:6][CH:5]=[CH:4][CH:3]=1.[NH2:10][C@@H:11]1[C:17](=[O:18])[N:16]2[C@H:19]([C:23]([O:25][C:26]([CH3:29])([CH3:28])[CH3:27])=[O:24])[CH2:20][CH2:21][CH2:22][N:15]2[C:14](=[O:30])[CH2:13][CH2:12]1.C(N(C(C)C)CC)(C)C. The catalyst is C(Cl)Cl. The product is [C:1]([NH:10][C@@H:11]1[C:17](=[O:18])[N:16]2[C@H:19]([C:23]([O:25][C:26]([CH3:28])([CH3:27])[CH3:29])=[O:24])[CH2:20][CH2:21][CH2:22][N:15]2[C:14](=[O:30])[CH2:13][CH2:12]1)(=[O:8])[C:2]1[CH:7]=[CH:6][CH:5]=[CH:4][CH:3]=1. The yield is 0.960. (2) The reactants are OC(C)(C)CN1C=C[C:6]([NH:9][C:10](=[O:30])[C@@H:11]([N:16]2[CH2:20][C:19]([O:21][C:22]3[CH:27]=[CH:26][CH:25]=[CH:24][C:23]=3[Cl:28])=[CH:18][C:17]2=[O:29])[CH2:12][CH:13]([CH3:15])[CH3:14])=[N:5]1.Cl.CN(C)CCCN=C=NCC.ON1C2C=CC=CC=2N=N1.[CH3:55][O:56][CH2:57][C:58]1N=C(N)[S:60][N:59]=1. The catalyst is ClCCl. The product is [CH3:55][O:56][CH2:57][C:58]1[N:5]=[C:6]([NH:9][C:10](=[O:30])[C@@H:11]([N:16]2[CH2:20][C:19]([O:21][C:22]3[CH:27]=[CH:26][CH:25]=[CH:24][C:23]=3[Cl:28])=[CH:18][C:17]2=[O:29])[CH2:12][CH:13]([CH3:15])[CH3:14])[S:60][N:59]=1. The yield is 0.470. (3) The reactants are [OH:1][CH2:2][C@@H:3]([NH:5][S:6]([C:9]1[CH:14]=[CH:13][CH:12]=[CH:11][C:10]=1[N+:15]([O-:17])=[O:16])(=[O:8])=[O:7])[CH3:4].CN1CCOCC1.[CH3:25][S:26](Cl)(=[O:28])=[O:27]. The catalyst is C(Cl)Cl. The product is [CH3:25][S:26]([O:1][CH2:2][C@@H:3]([NH:5][S:6]([C:9]1[CH:14]=[CH:13][CH:12]=[CH:11][C:10]=1[N+:15]([O-:17])=[O:16])(=[O:7])=[O:8])[CH3:4])(=[O:28])=[O:27]. The yield is 0.907. (4) The reactants are Cl.[CH3:2][C:3]1[C:7]([CH2:8][N:9]2[CH:13]=[C:12]([NH2:14])[CH:11]=[N:10]2)=[C:6]([CH3:15])[O:5][N:4]=1.C(N(CC)CC)C.[Cl:23][C:24]1[C:28]([S:29]([CH3:32])(=[O:31])=[O:30])=[CH:27][S:26][C:25]=1[C:33](Cl)=[O:34]. The catalyst is C(Cl)Cl.CC#N. The product is [Cl:23][C:24]1[C:28]([S:29]([CH3:32])(=[O:30])=[O:31])=[CH:27][S:26][C:25]=1[C:33]([NH:14][C:12]1[CH:11]=[N:10][N:9]([CH2:8][C:7]2[C:3]([CH3:2])=[N:4][O:5][C:6]=2[CH3:15])[CH:13]=1)=[O:34]. The yield is 0.450. (5) The reactants are [CH:1]1[CH:2]=[CH:3][C:4]2[NH:9][CH:8]=[C:7]([CH2:10][CH2:11][OH:12])[C:5]=2[CH:6]=1.C([N:20]1[CH2:24][CH2:23][C:22](=O)[CH2:21]1)(OC(C)(C)C)=O.B(F)(F)F.CCOCC.[OH-].[Na+]. The catalyst is C1COCC1. The product is [NH:20]1[CH2:24][CH2:23][C:22]2([C:8]3[NH:9][C:4]4[C:5]([C:7]=3[CH2:10][CH2:11][O:12]2)=[CH:6][CH:1]=[CH:2][CH:3]=4)[CH2:21]1. The yield is 0.450. (6) The reactants are Br[C:2]1[CH:3]=[CH:4][C:5]([NH:9][CH2:10][C:11]2[CH:16]=[CH:15][C:14]([Cl:17])=[CH:13][CH:12]=2)=[N:6][C:7]=1[F:8].C([Li])CCC.Cl[Si](C)(C)CC[Si](Cl)(C)C.C([Li])(C)(C)C.C([Cu])#N.C(OC([N:48]1[C:52]2=[N:53][CH:54]=[C:55]([Cl:57])[CH:56]=[C:51]2[C:50]([CH2:58]Cl)=[CH:49]1)=O)(C)(C)C.Cl.N. The catalyst is O1CCCC1. The product is [Cl:17][C:14]1[CH:15]=[CH:16][C:11]([CH2:10][NH:9][C:5]2[CH:4]=[CH:3][C:2]([CH2:58][C:50]3[C:51]4[C:52](=[N:53][CH:54]=[C:55]([Cl:57])[CH:56]=4)[NH:48][CH:49]=3)=[C:7]([F:8])[N:6]=2)=[CH:12][CH:13]=1. The yield is 0.331. (7) The reactants are Cl[C:2]1[CH:7]=[C:6]([C:8]#[N:9])[CH:5]=[CH:4][N:3]=1.[CH3:10][O-:11].[Na+].CO. The catalyst is O1CCOCC1. The product is [CH3:10][O:11][C:2]1[CH:7]=[C:6]([C:8]#[N:9])[CH:5]=[CH:4][N:3]=1. The yield is 0.720. (8) The reactants are [CH3:1][O:2][C:3]1[CH:8]=[C:7]([CH3:9])[C:6]([NH:10][C:11](=[O:17])[O:12][C:13]([CH3:16])([CH3:15])[CH3:14])=[C:5]([CH3:18])[C:4]=1[CH3:19].C([O-])(=O)C.[Na+].[Br:25]Br.O. The catalyst is C(O)(=O)C. The product is [Br:25][C:8]1[C:7]([CH3:9])=[C:6]([NH:10][C:11](=[O:17])[O:12][C:13]([CH3:14])([CH3:15])[CH3:16])[C:5]([CH3:18])=[C:4]([CH3:19])[C:3]=1[O:2][CH3:1]. The yield is 0.910.